Dataset: PAMPA (Parallel Artificial Membrane Permeability Assay) permeability data from NCATS. Task: Regression/Classification. Given a drug SMILES string, predict its absorption, distribution, metabolism, or excretion properties. Task type varies by dataset: regression for continuous measurements (e.g., permeability, clearance, half-life) or binary classification for categorical outcomes (e.g., BBB penetration, CYP inhibition). Dataset: pampa_ncats. (1) The compound is COC1=CC=CC(=C1O)CNC2=CC=C(C=C2)S(=O)(=O)NC3=CN=C(C=C3)N4CCNCC4. The result is 1 (high permeability). (2) The drug is CCOC(=O)C1=NN(C(=O)C2=C(SC=C21)N)C3=CC=CC=C3. The result is 1 (high permeability).